This data is from Forward reaction prediction with 1.9M reactions from USPTO patents (1976-2016). The task is: Predict the product of the given reaction. (1) Given the reactants COC1C=C(OC)C=CC=1C[N:6]([C:29]1[CH:34]=[CH:33][N:32]=[CH:31][N:30]=1)[S:7]([C:10]1[CH:15]=[CH:14][C:13]([O:16][C@H:17]2[CH2:21][CH2:20][CH2:19][C@@H:18]2[C:22]2[N:26]([CH3:27])[N:25]=[CH:24][CH:23]=2)=[CH:12][C:11]=1[F:28])(=[O:9])=[O:8].C([SiH](CC)CC)C, predict the reaction product. The product is: [F:28][C:11]1[CH:12]=[C:13]([O:16][C@H:17]2[CH2:21][CH2:20][CH2:19][C@@H:18]2[C:22]2[N:26]([CH3:27])[N:25]=[CH:24][CH:23]=2)[CH:14]=[CH:15][C:10]=1[S:7]([NH:6][C:29]1[CH:34]=[CH:33][N:32]=[CH:31][N:30]=1)(=[O:8])=[O:9]. (2) Given the reactants Cl[C:2]1[CH:11]=[CH:10][N:9]=[C:8]2[C:3]=1[CH:4]=[CH:5][C:6]([CH3:12])=[N:7]2.[NH2:13][C:14]1[CH:19]=[C:18]([O:20][CH2:21][C:22]#[N:23])[CH:17]=[CH:16][C:15]=1[S:24][C:25]1[CH:30]=[CH:29][C:28]([NH:31][C:32](=[O:34])[CH3:33])=[CH:27][CH:26]=1, predict the reaction product. The product is: [C:22]([CH2:21][O:20][C:18]1[CH:17]=[CH:16][C:15]([S:24][C:25]2[CH:30]=[CH:29][C:28]([NH:31][C:32](=[O:34])[CH3:33])=[CH:27][CH:26]=2)=[C:14]([NH:13][C:2]2[C:3]3[C:8](=[N:7][C:6]([CH3:12])=[CH:5][CH:4]=3)[N:9]=[CH:10][CH:11]=2)[CH:19]=1)#[N:23]. (3) Given the reactants [F:1][C:2]1[CH:28]=[CH:27][C:5]([CH2:6][N:7]2[CH2:25][CH2:24][N:10]3[C:11](=[O:23])[N:12]([CH:17]4[CH2:22]CSC[CH2:18]4)[C:13](=[O:16])[C:14]([OH:15])=[C:9]3[C:8]2=[O:26])=[CH:4][CH:3]=1.ClC1C=C(C=CC=1)C(OO)=[O:34].[CH3:40][S:41]([CH3:43])=[O:42], predict the reaction product. The product is: [O:42]=[S:41]1(=[O:34])[CH2:43][CH2:22][CH:17]([N:12]2[C:13](=[O:16])[C:14]([OH:15])=[C:9]3[C:8](=[O:26])[N:7]([CH2:6][C:5]4[CH:27]=[CH:28][C:2]([F:1])=[CH:3][CH:4]=4)[CH2:25][CH2:24][N:10]3[C:11]2=[O:23])[CH2:18][CH2:40]1. (4) Given the reactants [F:1][C:2]1[CH:10]=[CH:9][C:8]([CH:11]=[O:12])=[CH:7][C:3]=1[C:4]([OH:6])=O.S(Cl)(Cl)=O.[F:17][C:18]1[CH:19]=[C:20]([CH:51]=[C:52]([F:54])[CH:53]=1)[CH2:21][C:22]1[CH:23]=[C:24]2[C:28](=[CH:29][CH:30]=1)[N:27]([C:31]([C:44]1[CH:49]=[CH:48][CH:47]=[CH:46][CH:45]=1)([C:38]1[CH:43]=[CH:42][CH:41]=[CH:40][CH:39]=1)[C:32]1[CH:37]=[CH:36][CH:35]=[CH:34][CH:33]=1)[N:26]=[C:25]2[NH2:50].CCN(C(C)C)C(C)C, predict the reaction product. The product is: [F:17][C:18]1[CH:19]=[C:20]([CH:51]=[C:52]([F:54])[CH:53]=1)[CH2:21][C:22]1[CH:23]=[C:24]2[C:28](=[CH:29][CH:30]=1)[N:27]([C:31]([C:44]1[CH:45]=[CH:46][CH:47]=[CH:48][CH:49]=1)([C:32]1[CH:37]=[CH:36][CH:35]=[CH:34][CH:33]=1)[C:38]1[CH:39]=[CH:40][CH:41]=[CH:42][CH:43]=1)[N:26]=[C:25]2[NH:50][C:4](=[O:6])[C:3]1[CH:7]=[C:8]([CH:11]=[O:12])[CH:9]=[CH:10][C:2]=1[F:1]. (5) Given the reactants [C:1]([C:3]1[CH:4]=[C:5](B(O)O)[CH:6]=[CH:7][CH:8]=1)#[N:2].[Cl:12][C:13]1[N:14]=[N:15][C:16](Cl)=[CH:17][CH:18]=1.C(=O)([O-])[O-].[K+].[K+], predict the reaction product. The product is: [Cl:12][C:13]1[N:14]=[N:15][C:16]([C:7]2[CH:8]=[C:3]([CH:4]=[CH:5][CH:6]=2)[C:1]#[N:2])=[CH:17][CH:18]=1. (6) Given the reactants [S:1]1[C:9]2[C:4](=[N:5][CH:6]=[CH:7][C:8]=2O)[CH:3]=[CH:2]1.O=P(Cl)(Cl)[Cl:13], predict the reaction product. The product is: [Cl:13][C:8]1[CH:7]=[CH:6][N:5]=[C:4]2[CH:3]=[CH:2][S:1][C:9]=12. (7) Given the reactants [Cl:1][CH2:2][CH2:3][CH2:4][S:5]([O:8][CH2:9][C:10]([CH3:26])([CH3:25])[C@@H:11]([O:15][CH2:16][C:17]1[CH:22]=[CH:21][C:20]([O:23][CH3:24])=[CH:19][CH:18]=1)[C:12]([OH:14])=[O:13])(=[O:7])=[O:6].C(Cl)(=O)C(Cl)=O.[N:33]1[CH:38]=[CH:37][CH:36]=[C:35]([CH2:39]O)[CH:34]=1, predict the reaction product. The product is: [Cl:1][CH2:2][CH2:3][CH2:4][S:5]([O:8][CH2:9][C:10]([CH3:26])([CH3:25])[C@@H:11]([O:15][CH2:16][C:17]1[CH:22]=[CH:21][C:20]([O:23][CH3:24])=[CH:19][CH:18]=1)[C:12]([O:14][CH2:39][C:35]1[CH:34]=[N:33][CH:38]=[CH:37][CH:36]=1)=[O:13])(=[O:7])=[O:6]. (8) Given the reactants [C:1]([C:4]1[NH:8][C:7]2[C:9]([Cl:13])=[C:10]([Cl:12])[S:11][C:6]=2[CH:5]=1)([OH:3])=O.[NH2:14][C@@H:15]1[CH2:23][C:22]2[C:17](=[CH:18][CH:19]=[CH:20][CH:21]=2)[C@H:16]1[NH:24][S:25]([CH3:28])(=[O:27])=[O:26].CCN(C(C)C)C(C)C.C1C=CC2N(O)N=NC=2C=1.CCN=C=NCCCN(C)C, predict the reaction product. The product is: [Cl:12][C:10]1[S:11][C:6]2[CH:5]=[C:4]([C:1](=[O:3])[NH:14][CH:15]3[CH2:23][C:22]4[C:17](=[CH:18][CH:19]=[CH:20][CH:21]=4)[CH:16]3[NH:24][S:25]([CH3:28])(=[O:27])=[O:26])[NH:8][C:7]=2[C:9]=1[Cl:13].